This data is from Full USPTO retrosynthesis dataset with 1.9M reactions from patents (1976-2016). The task is: Predict the reactants needed to synthesize the given product. (1) Given the product [CH2:18]([O:20][C:21]([C@@H:23]([O:28][Si:29]([C:32]([CH3:35])([CH3:34])[CH3:33])([CH3:31])[CH3:30])[C@@H:24]([CH3:27])/[CH:25]=[C:3](\[I:6])/[CH3:4])=[CH2:22])[CH3:19], predict the reactants needed to synthesize it. The reactants are: C([Li])C[CH2:3][CH3:4].[I:6]I.C[Si](C)(C)[N-][Si](C)(C)C.[Na+].[CH2:18]([O:20][C:21]([C@@H:23]([O:28][Si:29]([C:32]([CH3:35])([CH3:34])[CH3:33])([CH3:31])[CH3:30])[C@H:24]([CH3:27])[CH:25]=O)=[CH2:22])[CH3:19]. (2) The reactants are: CS([C:4]1[N:9]=[CH:8][C:7]2=[CH:10][CH:11]=[C:12]([C:13]3[CH:14]=[N:15][N:16]([CH3:18])[CH:17]=3)[N:6]2[N:5]=1)=O.COCC(O)C.C(OC([N:32]1[CH2:37][CH2:36][CH:35]([O:38][C:39]2[CH:44]=[CH:43][CH:42]=[C:41]([NH2:45])[CH:40]=2)[CH2:34][CH2:33]1)=O)(C)(C)C.C(N(CC)C(C)C)(C)C. Given the product [CH3:18][N:16]1[CH:17]=[C:13]([C:12]2[N:6]3[C:7]([CH:8]=[N:9][C:4]([N:32]4[CH2:33][CH2:34][CH:35]([O:38][C:39]5[CH:40]=[C:41]([NH2:45])[CH:42]=[CH:43][CH:44]=5)[CH2:36][CH2:37]4)=[N:5]3)=[CH:10][CH:11]=2)[CH:14]=[N:15]1, predict the reactants needed to synthesize it. (3) Given the product [C:35]1([CH:7]([C:1]2[CH:2]=[CH:3][CH:4]=[CH:5][CH:6]=2)[CH2:8][CH2:9][O:10][C:11]([C:13]2[CH:14]([C:28]3[CH:33]=[CH:32][CH:31]=[C:30]([Cl:34])[CH:29]=3)[C:15]([C:21]([OH:23])=[O:22])=[C:16]([CH3:20])[NH:17][C:18]=2[CH3:19])=[O:12])[CH:36]=[CH:37][CH:38]=[CH:39][CH:40]=1, predict the reactants needed to synthesize it. The reactants are: [C:1]1([CH:7]([C:35]2[CH:40]=[CH:39][CH:38]=[CH:37][CH:36]=2)[CH2:8][CH2:9][O:10][C:11]([C:13]2[CH:14]([C:28]3[CH:33]=[CH:32][CH:31]=[C:30]([Cl:34])[CH:29]=3)[C:15]([C:21]([O:23]CCC#N)=[O:22])=[C:16]([CH3:20])[NH:17][C:18]=2[CH3:19])=[O:12])[CH:6]=[CH:5][CH:4]=[CH:3][CH:2]=1.[OH-].[Na+].Cl. (4) The reactants are: [CH2:1]([N:8]1[CH2:12][C@@H:11]([CH3:13])[C@@:10]([CH2:17][C:18]([O:20][C:21]([CH3:24])([CH3:23])[CH3:22])=[O:19])([C:14]([OH:16])=O)[CH2:9]1)[C:2]1[CH:7]=[CH:6][CH:5]=[CH:4][CH:3]=1.[F:25][CH:26]([CH2:35][CH2:36][CH3:37])[CH2:27][N:28]1[CH2:33][CH2:32][CH:31]([NH2:34])[CH2:30][CH2:29]1.C(N(CC)CC)C.C1CN([P+](ON2N=NC3C=CC=CC2=3)(N2CCCC2)N2CCCC2)CC1.F[P-](F)(F)(F)(F)F. Given the product [CH2:1]([N:8]1[CH2:12][C@@H:11]([CH3:13])[C@@:10]([CH2:17][C:18]([O:20][C:21]([CH3:24])([CH3:23])[CH3:22])=[O:19])([C:14](=[O:16])[NH:34][CH:31]2[CH2:32][CH2:33][N:28]([CH2:27][CH:26]([F:25])[CH2:35][CH2:36][CH3:37])[CH2:29][CH2:30]2)[CH2:9]1)[C:2]1[CH:3]=[CH:4][CH:5]=[CH:6][CH:7]=1, predict the reactants needed to synthesize it. (5) Given the product [NH:1]1[C:9]2[C:4](=[CH:5][CH:6]=[CH:7][CH:8]=2)[C:3]([CH2:10][CH2:11][CH2:12][Br:14])=[CH:2]1, predict the reactants needed to synthesize it. The reactants are: [NH:1]1[C:9]2[C:4](=[CH:5][CH:6]=[CH:7][CH:8]=2)[C:3]([CH2:10][CH2:11][CH2:12]O)=[CH:2]1.[Br:14]P(Br)(C1C=CC=CC=1)(C1C=CC=CC=1)C1C=CC=CC=1.C1CCCCC1. (6) Given the product [C:1]([NH:5][C:6]([N:8]1[CH2:13][CH2:12][N:11]2[C:14]([Cl:25])=[C:15]([C:19]3[CH:20]=[CH:21][CH:22]=[CH:23][CH:24]=3)[C:16]([C:17]([NH2:18])=[O:26])=[C:10]2[CH2:9]1)=[O:7])([CH3:4])([CH3:2])[CH3:3], predict the reactants needed to synthesize it. The reactants are: [C:1]([NH:5][C:6]([N:8]1[CH2:13][CH2:12][N:11]2[C:14]([Cl:25])=[C:15]([C:19]3[CH:24]=[CH:23][CH:22]=[CH:21][CH:20]=3)[C:16]([C:17]#[N:18])=[C:10]2[CH2:9]1)=[O:7])([CH3:4])([CH3:3])[CH3:2].[OH-:26].[Na+].OO.